Dataset: Peptide-MHC class I binding affinity with 185,985 pairs from IEDB/IMGT. Task: Regression. Given a peptide amino acid sequence and an MHC pseudo amino acid sequence, predict their binding affinity value. This is MHC class I binding data. (1) The peptide sequence is WLRAKRKPAM. The MHC is HLA-A02:03 with pseudo-sequence HLA-A02:03. The binding affinity (normalized) is 0.0843. (2) The peptide sequence is AYISSEATTEV. The MHC is Patr-A0901 with pseudo-sequence Patr-A0901. The binding affinity (normalized) is 0.805. (3) The binding affinity (normalized) is 0.301. The MHC is HLA-A80:01 with pseudo-sequence HLA-A80:01. The peptide sequence is DIVKGLSGY. (4) The peptide sequence is LTFLHTLYK. The MHC is HLA-A02:06 with pseudo-sequence HLA-A02:06. The binding affinity (normalized) is 0.353. (5) The peptide sequence is YLDADREFL. The MHC is HLA-A11:01 with pseudo-sequence HLA-A11:01. The binding affinity (normalized) is 0.0847.